This data is from Reaction yield outcomes from USPTO patents with 853,638 reactions. The task is: Predict the reaction yield, written as a fraction of the theoretical maximum amount of product (1.0 means a 100% yield; for example, 0.34 means a 34% yield). (1) The reactants are [Br:1][C:2]1[CH:7]=[CH:6][CH:5]=[C:4]([NH:8][NH2:9])[N:3]=1.O=[C:11]1[CH2:18][CH:17]2[N:19]([C:20]([O:22][C:23]([CH3:26])([CH3:25])[CH3:24])=[O:21])[CH:13]([CH2:14][CH2:15][CH2:16]2)[CH2:12]1. The catalyst is CCO. The product is [Br:1][C:2]1[N:3]=[C:4]([NH:8][N:9]=[C:11]2[CH2:18][CH:17]3[N:19]([C:20]([O:22][C:23]([CH3:26])([CH3:25])[CH3:24])=[O:21])[CH:13]([CH2:14][CH2:15][CH2:16]3)[CH2:12]2)[CH:5]=[CH:6][CH:7]=1. The yield is 1.00. (2) The reactants are [F:1][C:2]1([F:26])[CH2:5][N:4]([C:6](=[O:25])[CH2:7][O:8][CH:9]2[CH2:14][CH2:13][N:12](C(OCC3C=CC=CC=3)=O)[CH2:11][CH2:10]2)[CH2:3]1. The yield is 0.328. The product is [F:26][C:2]1([F:1])[CH2:5][N:4]([C:6](=[O:25])[CH2:7][O:8][CH:9]2[CH2:14][CH2:13][NH:12][CH2:11][CH2:10]2)[CH2:3]1. The catalyst is [Pd].C(O)C.